This data is from Catalyst prediction with 721,799 reactions and 888 catalyst types from USPTO. The task is: Predict which catalyst facilitates the given reaction. (1) Reactant: CN([CH:4]=[O:5])C.P(Cl)(Cl)(Cl)=O.[F:11][C:12]1[CH:20]=[CH:19][CH:18]=[C:17]2[C:13]=1[CH:14]=[CH:15][NH:16]2.C(=O)(O)[O-].[Na+]. Product: [F:11][C:12]1[CH:20]=[CH:19][CH:18]=[C:17]2[C:13]=1[C:14]([CH:4]=[O:5])=[CH:15][NH:16]2. The catalyst class is: 4. (2) Reactant: [NH:1]1[CH2:6][CH2:5][CH:4]([CH2:7][C:8]([O:10]C)=[O:9])[CH2:3][CH2:2]1.[CH3:12][C:13]([CH3:15])=O.C(O)(=O)C.C(O[BH-](OC(=O)C)OC(=O)C)(=O)C.[Na+]. Product: [CH:13]([N:1]1[CH2:6][CH2:5][CH:4]([CH2:7][C:8]([OH:10])=[O:9])[CH2:3][CH2:2]1)([CH3:15])[CH3:12]. The catalyst class is: 473. (3) Reactant: C([O:3][C:4]([C:6]1[CH:10]=[C:9]([C:11]2[N:12]([CH3:16])[CH:13]=[CH:14][CH:15]=2)[N:8]([C:17]2[CH:18]=[N:19][CH:20]=[CH:21][CH:22]=2)[N:7]=1)=[O:5])C.[OH-].[Na+]. Product: [CH3:16][N:12]1[CH:13]=[CH:14][CH:15]=[C:11]1[C:9]1[N:8]([C:17]2[CH:18]=[N:19][CH:20]=[CH:21][CH:22]=2)[N:7]=[C:6]([C:4]([OH:5])=[O:3])[CH:10]=1. The catalyst class is: 8. (4) Reactant: [N:1]([C@@H:4]([C@@H:40]([C:47]1[CH:52]=[CH:51][C:50]([F:53])=[CH:49][CH:48]=1)[CH:41]1[CH2:46][CH2:45][O:44][CH2:43][CH2:42]1)[C:5]([NH:7][C:8]1[CH:38]=[CH:37][CH:36]=[C:35]([F:39])[C:9]=1[CH2:10][CH2:11][C@@H:12]1[N:17]([S:18]([C:21]2[CH:26]=[CH:25][CH:24]=[CH:23][CH:22]=2)(=[O:20])=[O:19])[C@@H:16]([CH3:27])[CH2:15][N:14]([C:28]([O:30][C:31]([CH3:34])([CH3:33])[CH3:32])=[O:29])[CH2:13]1)=[O:6])=[N+]=[N-].CP(C)C. Product: [NH2:1][C@@H:4]([C@@H:40]([C:47]1[CH:48]=[CH:49][C:50]([F:53])=[CH:51][CH:52]=1)[CH:41]1[CH2:42][CH2:43][O:44][CH2:45][CH2:46]1)[C:5]([NH:7][C:8]1[CH:38]=[CH:37][CH:36]=[C:35]([F:39])[C:9]=1[CH2:10][CH2:11][C@@H:12]1[N:17]([S:18]([C:21]2[CH:26]=[CH:25][CH:24]=[CH:23][CH:22]=2)(=[O:20])=[O:19])[C@@H:16]([CH3:27])[CH2:15][N:14]([C:28]([O:30][C:31]([CH3:34])([CH3:33])[CH3:32])=[O:29])[CH2:13]1)=[O:6]. The catalyst class is: 161. (5) Reactant: [NH2:1][C:2](=[O:39])[C@@H:3]([N:23]1[CH2:26][C:25]2([CH2:30][CH2:29][CH2:28][N:27]2[C:31]([O:33][C:34]([CH3:37])([CH3:36])[CH3:35])=[O:32])[C:24]1=[O:38])[CH2:4][O:5][Si](C(C)(C)C)(C1C=CC=CC=1)C1C=CC=CC=1.CCCC[N+](CCCC)(CCCC)CCCC.[F-]. Product: [NH2:1][C:2](=[O:39])[C@@H:3]([N:23]1[CH2:26][C:25]2([CH2:30][CH2:29][CH2:28][N:27]2[C:31]([O:33][C:34]([CH3:35])([CH3:37])[CH3:36])=[O:32])[C:24]1=[O:38])[CH2:4][OH:5]. The catalyst class is: 1. (6) Reactant: [O:1]=[C:2]1[N:7]([C:8]2[CH:13]=[CH:12][CH:11]=[CH:10][CH:9]=2)[C:6](=[O:14])[CH2:5][N:4]([C:15]([NH:17][C@H:18]([C@H:31]([C:33]2[C:41]3[C:36](=[CH:37][CH:38]=[CH:39][CH:40]=3)[NH:35][CH:34]=2)[CH3:32])[C:19]([O:21]CC2C=CC(OC)=CC=2)=[O:20])=[O:16])[CH2:3]1. Product: [O:14]=[C:6]1[N:7]([C:8]2[CH:9]=[CH:10][CH:11]=[CH:12][CH:13]=2)[C:2](=[O:1])[CH2:3][N:4]([C:15]([NH:17][C@H:18]([C@H:31]([C:33]2[C:41]3[C:36](=[CH:37][CH:38]=[CH:39][CH:40]=3)[NH:35][CH:34]=2)[CH3:32])[C:19]([OH:21])=[O:20])=[O:16])[CH2:5]1. The catalyst class is: 129.